This data is from Catalyst prediction with 721,799 reactions and 888 catalyst types from USPTO. The task is: Predict which catalyst facilitates the given reaction. (1) The catalyst class is: 7. Reactant: [F:1][C:2]1[CH:7]=[CH:6][C:5]([C@@H:8]2[CH2:13][CH2:12][N:11]([C:14]([O:16][C:17]([CH3:20])([CH3:19])[CH3:18])=[O:15])[CH2:10][C@H:9]2[OH:21])=[CH:4][CH:3]=1.[H-].[Na+].[CH3:24][O:25][C:26]1[CH:50]=[C:49]([O:51][CH3:52])[CH:48]=[CH:47][C:27]=1[CH2:28][N:29]([C:42]1[S:46][N:45]=[CH:44][N:43]=1)[S:30]([C:33]1[CH:38]=[C:37]([F:39])[C:36](F)=[CH:35][C:34]=1[F:41])(=[O:32])=[O:31]. Product: [CH3:24][O:25][C:26]1[CH:50]=[C:49]([O:51][CH3:52])[CH:48]=[CH:47][C:27]=1[CH2:28][N:29]([C:42]1[S:46][N:45]=[CH:44][N:43]=1)[S:30]([C:33]1[C:34]([F:41])=[CH:35][C:36]([O:21][C@H:9]2[C@H:8]([C:5]3[CH:4]=[CH:3][C:2]([F:1])=[CH:7][CH:6]=3)[CH2:13][CH2:12][N:11]([C:14]([O:16][C:17]([CH3:18])([CH3:20])[CH3:19])=[O:15])[CH2:10]2)=[C:37]([F:39])[CH:38]=1)(=[O:32])=[O:31]. (2) Reactant: [CH2:1]([N:8]1[C:16]([C:17]2[CH:22]=[CH:21][C:20](Br)=[CH:19][CH:18]=2)=[C:15]2[C:10]([C:11]([C:24]([F:27])([F:26])[F:25])=[CH:12][CH:13]=[CH:14]2)=[N:9]1)[C:2]1[CH:7]=[CH:6][CH:5]=[CH:4][CH:3]=1.[Br-].[CH3:29][O:30][C:31]([C:33]1[CH:34]=[C:35]([CH:38]=[CH:39][CH:40]=1)[CH2:36][Zn+])=[O:32].Cl.ClCCl. Product: [CH3:29][O:30][C:31](=[O:32])[C:33]1[CH:40]=[CH:39][CH:38]=[C:35]([CH2:36][C:20]2[CH:21]=[CH:22][C:17]([C:16]3[N:8]([CH2:1][C:2]4[CH:3]=[CH:4][CH:5]=[CH:6][CH:7]=4)[N:9]=[C:10]4[C:15]=3[CH:14]=[CH:13][CH:12]=[C:11]4[C:24]([F:26])([F:27])[F:25])=[CH:18][CH:19]=2)[CH:34]=1. The catalyst class is: 1. (3) Reactant: [CH2:1]([O:8][C:9]1[CH:14]=[CH:13][C:12]([C@H:15]2[N:18]([C:19]3[CH:24]=[CH:23][C:22]([F:25])=[CH:21][CH:20]=3)[C:17](=[O:26])[C@@H:16]2[CH2:27][CH2:28][C:29]([C:31]2[CH:36]=[CH:35][C:34]([F:37])=[CH:33][CH:32]=2)=[O:30])=[CH:11][CH:10]=1)[C:2]1[CH:7]=[CH:6][CH:5]=[CH:4][CH:3]=1.B1(C)OC(C2C=CC=CC=2)(C2C=CC=CC=2)[C@@H]2N1CCC2.C1(C)C=CC=CC=1. Product: [CH2:1]([O:8][C:9]1[CH:10]=[CH:11][C:12]([C@H:15]2[N:18]([C:19]3[CH:24]=[CH:23][C:22]([F:25])=[CH:21][CH:20]=3)[C:17](=[O:26])[C@@H:16]2[CH2:27][CH2:28][C@@H:29]([C:31]2[CH:36]=[CH:35][C:34]([F:37])=[CH:33][CH:32]=2)[OH:30])=[CH:13][CH:14]=1)[C:2]1[CH:3]=[CH:4][CH:5]=[CH:6][CH:7]=1. The catalyst class is: 7. (4) Reactant: [C:1]([C:3]1[CH:8]=[CH:7][C:6]([C@@H:9]2[C:14]([C:15]#[N:16])=[C:13]([CH3:17])[N:12]([C:18]3[CH:23]=[CH:22][CH:21]=[C:20]([C:24]([F:27])([F:26])[F:25])[CH:19]=3)[C:11](=[O:28])[NH:10]2)=[C:5]([S:29]([CH2:32][CH3:33])(=[O:31])=[O:30])[CH:4]=1)#[N:2].[H-].[Na+].[CH3:36][S:37](Cl)(=[O:39])=[O:38]. Product: [C:1]([C:3]1[CH:8]=[CH:7][C:6]([C@@H:9]2[C:14]([C:15]#[N:16])=[C:13]([CH3:17])[N:12]([C:18]3[CH:23]=[CH:22][CH:21]=[C:20]([C:24]([F:27])([F:26])[F:25])[CH:19]=3)[C:11](=[O:28])[N:10]2[S:37]([CH3:36])(=[O:39])=[O:38])=[C:5]([S:29]([CH2:32][CH3:33])(=[O:31])=[O:30])[CH:4]=1)#[N:2]. The catalyst class is: 1. (5) Reactant: [I:1][C:2]1[CH:3]=[C:4]2[C:8](=[CH:9][CH:10]=1)[N:7]([C:11]1[CH:12]=[C:13]([CH:17]=[CH:18][CH:19]=1)[C:14](O)=[O:15])[N:6]=[CH:5]2. Product: [I:1][C:2]1[CH:3]=[C:4]2[C:8](=[CH:9][CH:10]=1)[N:7]([C:11]1[CH:12]=[C:13]([CH2:14][OH:15])[CH:17]=[CH:18][CH:19]=1)[N:6]=[CH:5]2. The catalyst class is: 1. (6) Reactant: [N+:1]([C:4]1[C:9]([OH:10])=[CH:8][CH:7]=[CH:6][C:5]=1[OH:11])([O-])=O. Product: [NH2:1][C:4]1[C:9]([OH:10])=[CH:8][CH:7]=[CH:6][C:5]=1[OH:11]. The catalyst class is: 29. (7) Reactant: I[C:2]1[O:3][C:4]([C:7]2[CH:8]=[C:9]3[C:13](=[CH:14][CH:15]=2)[NH:12][N:11]=[C:10]3[CH3:16])=[CH:5][N:6]=1.[CH2:17]([NH2:24])[C:18]1[CH:23]=[CH:22][CH:21]=[CH:20][CH:19]=1.CN1C(=O)CCC1.CO. Product: [CH2:17]([NH:24][C:2]1[O:3][C:4]([C:7]2[CH:8]=[C:9]3[C:13](=[CH:14][CH:15]=2)[NH:12][N:11]=[C:10]3[CH3:16])=[CH:5][N:6]=1)[C:18]1[CH:23]=[CH:22][CH:21]=[CH:20][CH:19]=1. The catalyst class is: 2. (8) The catalyst class is: 4. Product: [CH2:17]([C:19]1[N:20]=[CH:21][C:22]([NH:25][C:7](=[O:15])[O:8][C:9]2[CH:14]=[CH:13][CH:12]=[CH:11][CH:10]=2)=[N:23][CH:24]=1)[CH3:18]. Reactant: N1C=CC=CC=1.[C:7](Cl)(=[O:15])[O:8][C:9]1[CH:14]=[CH:13][CH:12]=[CH:11][CH:10]=1.[CH2:17]([C:19]1[N:20]=[CH:21][C:22]([NH2:25])=[N:23][CH:24]=1)[CH3:18].